From a dataset of Full USPTO retrosynthesis dataset with 1.9M reactions from patents (1976-2016). Predict the reactants needed to synthesize the given product. (1) Given the product [CH3:16][NH:17][C:11]([C:3]1[N:2]([CH3:1])[C:10]2[C:5]([CH:4]=1)=[CH:6][CH:7]=[CH:8][CH:9]=2)=[O:13], predict the reactants needed to synthesize it. The reactants are: [CH3:1][N:2]1[C:10]2[C:5](=[CH:6][CH:7]=[CH:8][CH:9]=2)[CH:4]=[C:3]1[C:11]([O:13]CC)=O.[CH3:16][NH2:17]. (2) The reactants are: C([O:3][C:4](=[O:23])[CH2:5][C:6]1[NH:11][C:10]2[CH:12]=[CH:13][C:14]([NH:16][S:17]([CH3:20])(=[O:19])=[O:18])=[CH:15][C:9]=2[S:8](=[O:22])(=[O:21])[CH:7]=1)C.[OH-].[Li+].Cl. Given the product [CH3:20][S:17]([NH:16][C:14]1[CH:13]=[CH:12][C:10]2[NH:11][C:6]([CH2:5][C:4]([OH:23])=[O:3])=[CH:7][S:8](=[O:21])(=[O:22])[C:9]=2[CH:15]=1)(=[O:18])=[O:19], predict the reactants needed to synthesize it. (3) Given the product [C:35]1([CH2:41][C:42]([N:44]=[C:45]=[S:46])=[O:43])[CH:40]=[CH:39][CH:38]=[CH:37][CH:36]=1.[CH3:11][O:12][C:13]1[CH:14]=[C:15]2[C:20](=[CH:21][C:22]=1[O:23][CH3:24])[N:19]=[CH:18][CH:17]=[C:16]2[O:25][C:26]1[CH:32]=[CH:31][C:29]([NH:30][C:45]([NH:44][C:42](=[O:43])[CH2:41][C:35]2[CH:36]=[CH:37][CH:38]=[CH:39][CH:40]=2)=[S:46])=[C:28]([CH3:33])[C:27]=1[CH3:34], predict the reactants needed to synthesize it. The reactants are: C1(CC(Cl)=O)C=CC=CC=1.[CH3:11][O:12][C:13]1[CH:14]=[C:15]2[C:20](=[CH:21][C:22]=1[O:23][CH3:24])[N:19]=[CH:18][CH:17]=[C:16]2[O:25][C:26]1[CH:32]=[CH:31][C:29]([NH2:30])=[C:28]([CH3:33])[C:27]=1[CH3:34].[C:35]1([CH2:41][C:42]([N:44]=[C:45]=[S:46])=[O:43])[CH:40]=[CH:39][CH:38]=[CH:37][CH:36]=1. (4) Given the product [CH2:1]([O:8][C:9]1[C:14]([CH2:15][OH:30])=[C:13]([CH2:17][O:18][Si:19]([C:22]([CH3:25])([CH3:24])[CH3:23])([CH3:21])[CH3:20])[CH:12]=[C:11]([CH3:26])[N:10]=1)[C:2]1[CH:7]=[CH:6][CH:5]=[CH:4][CH:3]=1, predict the reactants needed to synthesize it. The reactants are: [CH2:1]([O:8][C:9]1[C:14]([C:15]#N)=[C:13]([CH2:17][O:18][Si:19]([C:22]([CH3:25])([CH3:24])[CH3:23])([CH3:21])[CH3:20])[CH:12]=[C:11]([CH3:26])[N:10]=1)[C:2]1[CH:7]=[CH:6][CH:5]=[CH:4][CH:3]=1.[BH4-].[Na+].C[OH:30].